Dataset: Catalyst prediction with 721,799 reactions and 888 catalyst types from USPTO. Task: Predict which catalyst facilitates the given reaction. (1) Reactant: [Br:1][C:2]1[CH:3]=[C:4]([CH:7]=[CH:8][CH:9]=1)[CH:5]=[O:6].[CH2:10](O)[CH2:11][OH:12].C(=O)(O)[O-].[Na+]. The catalyst class is: 743. Product: [Br:1][C:2]1[CH:3]=[C:4]([CH:5]2[O:12][CH2:11][CH2:10][O:6]2)[CH:7]=[CH:8][CH:9]=1. (2) Reactant: [C:1]1([C:7]2[S:11][C:10]([C:12]([OH:14])=O)=[CH:9][CH:8]=2)[CH:6]=[CH:5][CH:4]=[CH:3][CH:2]=1.C(Cl)(=O)C(Cl)=O.CN(C)C=O.[CH3:26][N:27]1[C:31]([C:32]2[CH:33]=[C:34]([CH:36]=[CH:37][CH:38]=2)[NH2:35])=[CH:30][N:29]=[C:28]1[CH3:39]. Product: [CH3:39][C:28]1[N:27]([CH3:26])[C:31]([C:32]2[CH:33]=[C:34]([NH:35][C:12]([C:10]3[S:11][C:7]([C:1]4[CH:2]=[CH:3][CH:4]=[CH:5][CH:6]=4)=[CH:8][CH:9]=3)=[O:14])[CH:36]=[CH:37][CH:38]=2)=[CH:30][N:29]=1. The catalyst class is: 272.